Predict the reactants needed to synthesize the given product. From a dataset of Full USPTO retrosynthesis dataset with 1.9M reactions from patents (1976-2016). (1) Given the product [CH3:1][O:2][C:3](=[O:33])[C:4]1[CH:9]=[C:8]([O:10][C:11]2[CH:16]=[CH:15][C:14]([NH:17][S:34]([C:37]3[CH:43]=[CH:42][C:40]([CH3:41])=[CH:39][CH:38]=3)(=[O:36])=[O:35])=[C:13]([C:18]([F:19])([F:21])[F:20])[CH:12]=2)[CH:7]=[CH:6][C:5]=1[NH:22][S:23]([C:26]1[CH:27]=[CH:28][C:29]([CH3:32])=[CH:30][CH:31]=1)(=[O:25])=[O:24], predict the reactants needed to synthesize it. The reactants are: [CH3:1][O:2][C:3](=[O:33])[C:4]1[CH:9]=[C:8]([O:10][C:11]2[CH:16]=[CH:15][C:14]([NH2:17])=[C:13]([C:18]([F:21])([F:20])[F:19])[CH:12]=2)[CH:7]=[CH:6][C:5]=1[NH:22][S:23]([C:26]1[CH:31]=[CH:30][C:29]([CH3:32])=[CH:28][CH:27]=1)(=[O:25])=[O:24].[S:34](Cl)([C:37]1[CH:43]=[CH:42][C:40]([CH3:41])=[CH:39][CH:38]=1)(=[O:36])=[O:35].N1C=CC=CC=1. (2) Given the product [O:18]([CH2:17][C:15]1[O:16][C:10]2[CH2:9][NH:8][CH2:13][CH2:12][C:11]=2[N:14]=1)[C:19]1[CH:20]=[CH:21][CH:22]=[CH:23][CH:24]=1, predict the reactants needed to synthesize it. The reactants are: [OH-].[Li+].C(OC([N:8]1[CH2:13][CH2:12][C:11]2[N:14]=[C:15]([CH2:17][O:18][C:19]3[CH:24]=[CH:23][CH:22]=[CH:21][CH:20]=3)[O:16][C:10]=2[CH2:9]1)=O)C.